From a dataset of Full USPTO retrosynthesis dataset with 1.9M reactions from patents (1976-2016). Predict the reactants needed to synthesize the given product. (1) Given the product [CH3:1][C:2]1[CH:3]=[CH:4][C:5]2[N:6]([C:8]([CH2:18][N:19]([CH2:37][C:36]#[CH:35])[C:20](=[O:31])[C:21]3[CH:26]=[CH:25][C:24]([C:27]([F:28])([F:30])[F:29])=[CH:23][CH:22]=3)=[C:9]([C:11]3[CH:16]=[CH:15][C:14]([CH3:17])=[CH:13][CH:12]=3)[N:10]=2)[CH:7]=1, predict the reactants needed to synthesize it. The reactants are: [CH3:1][C:2]1[CH:3]=[CH:4][C:5]2[N:6]([C:8]([CH2:18][NH:19][C:20](=[O:31])[C:21]3[CH:26]=[CH:25][C:24]([C:27]([F:30])([F:29])[F:28])=[CH:23][CH:22]=3)=[C:9]([C:11]3[CH:16]=[CH:15][C:14]([CH3:17])=[CH:13][CH:12]=3)[N:10]=2)[CH:7]=1.[H-].[Na+].Br[CH2:35][C:36]#[CH:37].[OH-].[Na+]. (2) Given the product [Cl:1][C:2]1[CH:7]=[CH:6][C:5]([N:8]2[CH2:9][CH2:10][CH:11]([OH:12])[CH2:16][CH2:17]2)=[CH:4][CH:3]=1, predict the reactants needed to synthesize it. The reactants are: [Cl:1][C:2]1[CH:7]=[CH:6][C:5]([N:8]2[CH2:17][CH2:16][C:11]3(OCC[O:12]3)[CH2:10][CH2:9]2)=[CH:4][CH:3]=1.Cl.O.[BH4-].[Na+]. (3) Given the product [CH2:15]([O:14][C:12](=[O:13])[CH2:11][N:3]1[C:4]2=[N:9][CH:8]=[CH:7][CH:6]=[C:5]2[N:1]=[CH:2]1)[C:16]1[CH:21]=[CH:20][CH:19]=[CH:18][CH:17]=1, predict the reactants needed to synthesize it. The reactants are: [N:1]1[C:5]2[CH:6]=[CH:7][CH:8]=[N:9][C:4]=2[NH:3][CH:2]=1.Br[CH2:11][C:12]([O:14][CH2:15][C:16]1[CH:21]=[CH:20][CH:19]=[CH:18][CH:17]=1)=[O:13].C(=O)([O-])[O-].[Cs+].[Cs+]. (4) Given the product [N+:1]([O-:3])([O:4][CH2:5][CH:6]1[O:9][CH2:8]1)=[O:2].[N+:1]([O:4][CH2:5][CH:6]([CH2:8][O:9][N+:10]([O-:12])=[O:11])[OH:7])([O-:3])=[O:2], predict the reactants needed to synthesize it. The reactants are: [N+:1]([O:4][CH2:5][CH:6]([CH2:8][O:9][N+:10]([O-:12])=[O:11])[OH:7])([O-:3])=[O:2].[N+]([O-])(O)=O. (5) Given the product [ClH:38].[CH:33]1([N:27]2[C:25]3[N:26]=[C:21]([NH:20][C:17]4[CH:18]=[CH:19][C:14]([N:11]5[CH2:10][CH2:9][NH:8][CH2:13][CH2:12]5)=[CH:15][N:16]=4)[N:22]=[CH:23][C:24]=3[C:30]([CH3:31])=[CH:29][C:28]2=[O:32])[CH2:37][CH2:36][CH2:35][CH2:34]1, predict the reactants needed to synthesize it. The reactants are: C(OC([N:8]1[CH2:13][CH2:12][N:11]([C:14]2[CH:15]=[N:16][C:17]([NH:20][C:21]3[N:22]=[CH:23][C:24]4[C:30]([CH3:31])=[CH:29][C:28](=[O:32])[N:27]([CH:33]5[CH2:37][CH2:36][CH2:35][CH2:34]5)[C:25]=4[N:26]=3)=[CH:18][CH:19]=2)[CH2:10][CH2:9]1)=O)(C)(C)C.[Cl:38]CCl. (6) Given the product [CH:6]1([CH2:11][CH:12]([C:16]2[CH:21]=[CH:20][C:19]([S:22]([CH3:25])(=[O:24])=[O:23])=[CH:18][CH:17]=2)[C:13]([N:4]([O:3][CH3:2])[CH3:5])=[O:14])[CH2:10][CH2:9][CH2:8][CH2:7]1, predict the reactants needed to synthesize it. The reactants are: Cl.[CH3:2][O:3][NH:4][CH3:5].[CH:6]1([CH2:11][CH:12]([C:16]2[CH:21]=[CH:20][C:19]([S:22]([CH3:25])(=[O:24])=[O:23])=[CH:18][CH:17]=2)[C:13](O)=[O:14])[CH2:10][CH2:9][CH2:8][CH2:7]1.Cl.CN(C)CCCN=C=NCC.ON1C2C=CC=CC=2N=N1.